Dataset: Forward reaction prediction with 1.9M reactions from USPTO patents (1976-2016). Task: Predict the product of the given reaction. (1) Given the reactants Cl[CH2:2][CH2:3][N:4]([CH2:11][CH3:12])[C:5]1[CH:10]=[CH:9][CH:8]=[CH:7][CH:6]=1.C([O-])([O-])=O.[K+].[K+].[C:19]1([CH:26]=[CH:25][C:23]([OH:24])=[CH:22][CH:21]=1)[OH:20], predict the reaction product. The product is: [CH2:11]([N:4]([C:5]1[CH:10]=[CH:9][CH:8]=[CH:7][CH:6]=1)[CH2:3][CH2:2][O:20][C:19]1[CH:26]=[CH:25][C:23]([OH:24])=[CH:22][CH:21]=1)[CH3:12]. (2) Given the reactants [C:1]1([S:7]([C:10]2[CH:15]=[CH:14][C:13]([O:16]C)=[CH:12][CH:11]=2)(=[O:9])=[O:8])[CH:6]=[CH:5][CH:4]=[CH:3][CH:2]=1.B(Br)(Br)Br.O, predict the reaction product. The product is: [C:1]1([S:7]([C:10]2[CH:11]=[CH:12][C:13]([OH:16])=[CH:14][CH:15]=2)(=[O:8])=[O:9])[CH:6]=[CH:5][CH:4]=[CH:3][CH:2]=1.